From a dataset of Forward reaction prediction with 1.9M reactions from USPTO patents (1976-2016). Predict the product of the given reaction. (1) Given the reactants [O:1]1[CH2:6][CH2:5][O:4][C:3]2[CH:7]=[C:8]([C@@H:11]([OH:30])[C@H:12]([NH:19][C:20](=O)C=CC3C=CC=CC=3)[CH2:13][N:14]3[CH2:18][CH2:17][CH2:16][CH2:15]3)[CH:9]=[CH:10][C:2]1=2.CCN(C(C)C)C(C)C.C(Cl)(=O)C=CC1C=CC=CC=1, predict the reaction product. The product is: [O:1]1[CH2:6][CH2:5][O:4][C:3]2[CH:7]=[C:8]([C@@H:11]([OH:30])[C@H:12]([NH:19][CH3:20])[CH2:13][N:14]3[CH2:15][CH2:16][CH2:17][CH2:18]3)[CH:9]=[CH:10][C:2]1=2. (2) Given the reactants [C:1]([O:7][C:8]([CH3:11])([CH3:10])[CH3:9])(=[O:6])[CH2:2][C:3]([CH3:5])=O.[F:12][C:13]1[CH:20]=[CH:19][C:18]([Br:21])=[CH:17][C:14]=1[CH:15]=O.[NH4+:22].[OH-:23], predict the reaction product. The product is: [Br:21][C:18]1[CH:19]=[CH:20][C:13]([F:12])=[C:14]([CH:15]2[C:2]([C:1]([O:7][C:8]([CH3:11])([CH3:10])[CH3:9])=[O:6])=[C:3]([CH3:5])[NH:22][C:3]([CH3:5])=[C:2]2[C:1]([O:7][C:8]([CH3:11])([CH3:10])[CH3:9])=[O:23])[CH:17]=1. (3) Given the reactants [CH:1]1([O:5][C:6]2[CH:7]=[C:8]([C:16]3[N:25](COCC[Si](C)(C)C)[C:19]4[CH:20]=[N:21][NH:22][C:23](=[O:24])[C:18]=4[CH:17]=3)[CH:9]=[CH:10][C:11]=2[O:12][CH:13]([F:15])[F:14])[CH2:4][CH2:3][CH2:2]1.ClC1C2C(=O)NN=CC=2N(COCC[Si](C)(C)C)C=1C1C=CC(OC(F)F)=C(OC2CC2)C=1.C(=O)([O-])O.[Na+], predict the reaction product. The product is: [CH:1]1([O:5][C:6]2[CH:7]=[C:8]([C:16]3[NH:25][C:19]4[CH:20]=[N:21][NH:22][C:23](=[O:24])[C:18]=4[CH:17]=3)[CH:9]=[CH:10][C:11]=2[O:12][CH:13]([F:14])[F:15])[CH2:2][CH2:3][CH2:4]1. (4) The product is: [CH2:17]([O:16][C:13]1[CH:12]=[CH:11][C:10]([NH:7][CH2:8][CH3:9])=[CH:15][CH:14]=1)[C:18]1[CH:19]=[CH:20][CH:21]=[CH:22][CH:23]=1. Given the reactants C(OC(=O)[N:7]([C:10]1[CH:15]=[CH:14][C:13]([O:16][CH2:17][C:18]2[CH:23]=[CH:22][CH:21]=[CH:20][CH:19]=2)=[CH:12][CH:11]=1)[CH2:8][CH3:9])(C)(C)C.FC(F)(F)C(O)=O, predict the reaction product. (5) The product is: [OH:23][C:20]([C:17]1[CH:18]=[CH:19][C:14]([C:13]([NH:12][C:4]2[CH:3]=[C:2]([N:36]3[CH2:37][CH2:38][CH:33]([S:32][C:26]4[CH:31]=[CH:30][CH:29]=[CH:28][CH:27]=4)[CH2:34][CH2:35]3)[N:7]3[N:8]=[C:9]([CH3:11])[CH:10]=[C:6]3[N:5]=2)=[O:24])=[CH:15][CH:16]=1)([CH3:22])[CH3:21]. Given the reactants Cl[C:2]1[N:7]2[N:8]=[C:9]([CH3:11])[CH:10]=[C:6]2[N:5]=[C:4]([NH:12][C:13](=[O:24])[C:14]2[CH:19]=[CH:18][C:17]([C:20]([OH:23])([CH3:22])[CH3:21])=[CH:16][CH:15]=2)[CH:3]=1.Cl.[C:26]1([S:32][CH:33]2[CH2:38][CH2:37][NH:36][CH2:35][CH2:34]2)[CH:31]=[CH:30][CH:29]=[CH:28][CH:27]=1.C(N(CC)C(C)C)(C)C, predict the reaction product. (6) Given the reactants [CH3:1][C:2]1[C:3]([CH3:20])=[CH:4][C:5]2[O:19][CH2:18][C:8]3([C:16]4[C:11](=[CH:12][CH:13]=[CH:14][CH:15]=4)[NH:10][C:9]3=[O:17])[C:6]=2[CH:7]=1.CC1C2C=C3[C:33]4([C:41]5[C:36](=[CH:37]C=C[CH:40]=5)N[C:34]4=[O:42])COC3=CC=2ON=1.BrCC1CCOCC1.BrCC1OC(C(F)(F)F)=CC=1, predict the reaction product. The product is: [CH3:1][C:2]1[C:3]([CH3:20])=[CH:4][C:5]2[O:19][CH2:18][C:8]3([C:16]4[C:11](=[CH:12][CH:13]=[CH:14][CH:15]=4)[N:10]([CH2:40][CH:41]4[CH2:36][CH2:37][O:42][CH2:34][CH2:33]4)[C:9]3=[O:17])[C:6]=2[CH:7]=1. (7) Given the reactants [CH:1]1([CH2:4][O:5][C:6]2[CH:11]=[CH:10][C:9]([S:12]([CH2:15][CH3:16])(=[O:14])=[O:13])=[CH:8][C:7]=2[C:17]2[C:22]3[O:23][CH2:24][C:25](=O)[NH:26][C:21]=3[C:20](=[O:28])[N:19]([CH3:29])[CH:18]=2)[CH2:3][CH2:2]1.[H-].[H-].[H-].[H-].[Li+].[Al+3].Cl.C([O-])(O)=O.[Na+], predict the reaction product. The product is: [CH:1]1([CH2:4][O:5][C:6]2[CH:11]=[CH:10][C:9]([S:12]([CH2:15][CH3:16])(=[O:13])=[O:14])=[CH:8][C:7]=2[C:17]2[CH:22]3[O:23][CH2:24][CH2:25][NH:26][CH:21]3[C:20](=[O:28])[N:19]([CH3:29])[CH:18]=2)[CH2:3][CH2:2]1.